From a dataset of Forward reaction prediction with 1.9M reactions from USPTO patents (1976-2016). Predict the product of the given reaction. (1) The product is: [C:15]([O:19][C:20]([N:22]1[CH2:27][CH2:26][CH:25]([CH2:28][CH2:29][CH2:30][O:14][C:5]2[CH:6]=[CH:7][C:8]([S:10]([CH3:13])(=[O:11])=[O:12])=[CH:9][C:4]=2[F:3])[CH2:24][CH2:23]1)=[O:21])([CH3:18])([CH3:17])[CH3:16]. Given the reactants [H-].[Na+].[F:3][C:4]1[CH:9]=[C:8]([S:10]([CH3:13])(=[O:12])=[O:11])[CH:7]=[CH:6][C:5]=1[OH:14].[C:15]([O:19][C:20]([N:22]1[CH2:27][CH2:26][CH:25]([CH2:28][CH2:29][CH2:30]OS(C)(=O)=O)[CH2:24][CH2:23]1)=[O:21])([CH3:18])([CH3:17])[CH3:16], predict the reaction product. (2) Given the reactants [C:1]([CH:3]=[C:4]1[CH2:9][CH2:8][N:7]([C:10]2[CH:15]=[CH:14][C:13]([N:16]3[CH2:20][C@H:19]([CH2:21][NH2:22])[O:18][C:17]3=[O:23])=[CH:12][C:11]=2[F:24])[CH2:6][CH2:5]1)#[N:2].C(Cl)(=O)C(Cl)=O.[F:31][CH:32]([F:36])[C:33](O)=[O:34].C(N(CC)CC)C, predict the reaction product. The product is: [C:1]([CH:3]=[C:4]1[CH2:9][CH2:8][N:7]([C:10]2[CH:15]=[CH:14][C:13]([N:16]3[CH2:20][C@H:19]([CH2:21][NH:22][C:33](=[O:34])[CH:32]([F:36])[F:31])[O:18][C:17]3=[O:23])=[CH:12][C:11]=2[F:24])[CH2:6][CH2:5]1)#[N:2]. (3) Given the reactants [CH2:1]([OH:8])[C:2]1[CH:7]=[CH:6][CH:5]=[CH:4][CH:3]=1.[H-].[Na+].[NH2:11][C:12]1[CH:17]=[N:16][CH:15]=[C:14](Cl)[N:13]=1, predict the reaction product. The product is: [NH2:11][C:12]1[CH:17]=[N:16][CH:15]=[C:14]([O:8][CH2:1][C:2]2[CH:7]=[CH:6][CH:5]=[CH:4][CH:3]=2)[N:13]=1. (4) Given the reactants [OH:1][CH2:2][C@H:3]([NH:10]C(=O)OCC1C=CC=CC=1)[CH2:4][NH:5][S:6]([CH3:9])(=[O:8])=[O:7], predict the reaction product. The product is: [NH2:10][C@@H:3]([CH2:2][OH:1])[CH2:4][NH:5][S:6]([CH3:9])(=[O:8])=[O:7]. (5) Given the reactants [CH3:1][C:2]1([CH3:23])[O:6][C:5](=[O:7])[N:4]([C:8]2[CH:16]=[CH:15][C:11]([C:12](O)=[O:13])=[CH:10][CH:9]=2)[C@H:3]1[C:17]1[CH:22]=[CH:21][CH:20]=[CH:19][CH:18]=1.C(N(C(C)C)C(C)C)C.CN(C(ON1N=NC2C=CC=NC1=2)=[N+](C)C)C.F[P-](F)(F)(F)(F)F.[NH:57]([C:59]1[CH:64]=[C:63]([I:65])[CH:62]=[CH:61][N:60]=1)[NH2:58], predict the reaction product. The product is: [CH3:1][C:2]1([CH3:23])[O:6][C:5](=[O:7])[N:4]([C:8]2[CH:9]=[CH:10][C:11]([C:12]([NH:58][NH:57][C:59]3[CH:64]=[C:63]([I:65])[CH:62]=[CH:61][N:60]=3)=[O:13])=[CH:15][CH:16]=2)[C@H:3]1[C:17]1[CH:18]=[CH:19][CH:20]=[CH:21][CH:22]=1. (6) Given the reactants [CH2:1]([O:3][C:4]([CH:6]1[CH2:11][CH2:10][CH2:9][CH2:8][CH:7]1NCCC(C)C)=[O:5])[CH3:2].CS(NC1C=CC2NC(CC(O)=O)=NS(=O)(=O)C=2C=1)(=O)=O.C1(N=C=NC2CCCCC2)CCCCC1, predict the reaction product. The product is: [CH2:1]([O:3][C:4]([CH:6]1[CH2:11][CH2:10][CH2:9][CH2:8][CH2:7]1)=[O:5])[CH3:2].